This data is from Reaction yield outcomes from USPTO patents with 853,638 reactions. The task is: Predict the reaction yield, written as a fraction of the theoretical maximum amount of product (1.0 means a 100% yield; for example, 0.34 means a 34% yield). (1) The reactants are [F:1][C:2]1[CH:3]=[C:4]([CH:6]=[C:7]([CH3:9])[CH:8]=1)[NH2:5].Br.Br[CH:12]([C:14]1[CH:15]=[C:16]([C:31]([N:33]([CH3:35])[CH3:34])=[O:32])[CH:17]=[C:18]2[C:23]=1[O:22][C:21]([N:24]1[CH2:29][CH2:28][O:27][CH2:26][CH2:25]1)=[CH:20][C:19]2=[O:30])[CH3:13]. No catalyst specified. The product is [F:1][C:2]1[CH:3]=[C:4]([NH:5][CH:12]([C:14]2[CH:15]=[C:16]([C:31]([N:33]([CH3:35])[CH3:34])=[O:32])[CH:17]=[C:18]3[C:23]=2[O:22][C:21]([N:24]2[CH2:29][CH2:28][O:27][CH2:26][CH2:25]2)=[CH:20][C:19]3=[O:30])[CH3:13])[CH:6]=[C:7]([CH3:9])[CH:8]=1. The yield is 0.570. (2) The reactants are [CH2:1]=O.[C:3]1([C@H:9]([N:11]2[C@@H:18]3[C@@H:14]([CH2:15][NH:16][CH2:17]3)[CH2:13][CH2:12]2)[CH3:10])[CH:8]=[CH:7][CH:6]=[CH:5][CH:4]=1.[OH-].[Na+]. The catalyst is C(O)=O. The product is [CH3:1][N:16]1[CH2:17][C@@H:18]2[N:11]([C@@H:9]([C:3]3[CH:8]=[CH:7][CH:6]=[CH:5][CH:4]=3)[CH3:10])[CH2:12][CH2:13][C@@H:14]2[CH2:15]1. The yield is 0.700. (3) The yield is 0.910. The catalyst is CN(C=O)C.O.C1COCC1. The reactants are [Cl:1][C:2]1[S:3][C:4]2[CH:10]=[C:9]([C:11]([OH:13])=O)[CH:8]=[CH:7][C:5]=2[N:6]=1.CN.[N:16]1C(C)=CC=C[C:17]=1C.CN(C(ON1N=NC2C=CC=NC1=2)=[N+](C)C)C.F[P-](F)(F)(F)(F)F. The product is [Cl:1][C:2]1[S:3][C:4]2[CH:10]=[C:9]([C:11]([NH:16][CH3:17])=[O:13])[CH:8]=[CH:7][C:5]=2[N:6]=1. (4) The reactants are P([O:13][CH2:14][C@H:15]1[CH2:19][CH2:18][CH2:17][N:16]1[CH2:20][CH2:21][CH2:22][CH2:23][O:24][C:25]1[CH:34]=[C:33]2[C:28]([C:29]([NH:35][C:36]3[CH:40]=[C:39]([CH2:41][C:42]([NH:44][C:45]4[CH:50]=[CH:49][CH:48]=[C:47]([F:51])[C:46]=4[F:52])=[O:43])[NH:38][N:37]=3)=[N:30][CH:31]=[N:32]2)=[CH:27][CH:26]=1)(OC(C)(C)C)(OC(C)(C)C)=O.N1CCC[C@@H]1CO. No catalyst specified. The product is [F:52][C:46]1[C:47]([F:51])=[CH:48][CH:49]=[CH:50][C:45]=1[NH:44][C:42](=[O:43])[CH2:41][C:39]1[NH:38][N:37]=[C:36]([NH:35][C:29]2[C:28]3[C:33](=[CH:34][C:25]([O:24][CH2:23][CH2:22][CH2:21][CH2:20][N:16]4[CH2:17][CH2:18][CH2:19][C@@H:15]4[CH2:14][OH:13])=[CH:26][CH:27]=3)[N:32]=[CH:31][N:30]=2)[CH:40]=1. The yield is 0.540. (5) The yield is 0.450. The reactants are [NH2:1][C:2]1[CH:3]=[C:4]([CH:24]=[CH:25][CH:26]=1)[O:5][C:6]1[CH:7]=[CH:8][C:9]2[N:10]([CH:12]=[C:13]([NH:15][C:16]([C:18]3[S:19][CH:20]=[CH:21][C:22]=3[CH3:23])=[O:17])[N:14]=2)[N:11]=1.[CH:27]1([C:30](Cl)=[O:31])[CH2:29][CH2:28]1. The catalyst is CN(C)C(=O)C. The product is [CH:27]1([C:30]([NH:1][C:2]2[CH:3]=[C:4]([CH:24]=[CH:25][CH:26]=2)[O:5][C:6]2[CH:7]=[CH:8][C:9]3[N:10]([CH:12]=[C:13]([NH:15][C:16]([C:18]4[S:19][CH:20]=[CH:21][C:22]=4[CH3:23])=[O:17])[N:14]=3)[N:11]=2)=[O:31])[CH2:29][CH2:28]1.